Dataset: Peptide-MHC class II binding affinity with 134,281 pairs from IEDB. Task: Regression. Given a peptide amino acid sequence and an MHC pseudo amino acid sequence, predict their binding affinity value. This is MHC class II binding data. (1) The peptide sequence is VERSKAYSNCYPYDV. The MHC is DRB1_1302 with pseudo-sequence DRB1_1302. The binding affinity (normalized) is 0.126. (2) The peptide sequence is KKIEGVHGGTWVSATLE. The MHC is DRB1_0301 with pseudo-sequence DRB1_0301. The binding affinity (normalized) is 0.228. (3) The peptide sequence is AAAAPAAVGAAVGGT. The MHC is DRB1_1501 with pseudo-sequence DRB1_1501. The binding affinity (normalized) is 0.0925. (4) The peptide sequence is GELQIVEKIDAAFKI. The MHC is DRB5_0101 with pseudo-sequence DRB5_0101. The binding affinity (normalized) is 0.685. (5) The peptide sequence is RPAEVRKVCYNAVLT. The MHC is DRB1_0404 with pseudo-sequence DRB1_0404. The binding affinity (normalized) is 0.595. (6) The peptide sequence is ELYYAIYKASPTLAF. The MHC is DRB1_1602 with pseudo-sequence DRB1_1602. The binding affinity (normalized) is 0.460.